This data is from Peptide-MHC class I binding affinity with 185,985 pairs from IEDB/IMGT. The task is: Regression. Given a peptide amino acid sequence and an MHC pseudo amino acid sequence, predict their binding affinity value. This is MHC class I binding data. The peptide sequence is TPGPGTRYPL. The MHC is HLA-C06:02 with pseudo-sequence HLA-C06:02. The binding affinity (normalized) is 0.